Dataset: Full USPTO retrosynthesis dataset with 1.9M reactions from patents (1976-2016). Task: Predict the reactants needed to synthesize the given product. (1) Given the product [OH:13][C:12]1[C:14]([O:15][CH3:16])=[CH:17][CH:18]=[CH:19][C:11]=1[C:10]1[S:8][C:3]2[CH:4]=[CH:5][CH:6]=[CH:7][C:2]=2[N:1]=1, predict the reactants needed to synthesize it. The reactants are: [NH2:1][C:2]1[CH:7]=[CH:6][CH:5]=[CH:4][C:3]=1[SH:8].O=[CH:10][C:11]1[CH:19]=[CH:18][CH:17]=[C:14]([O:15][CH3:16])[C:12]=1[OH:13].OO.Cl. (2) Given the product [CH3:15][NH:16][CH2:11][CH2:10][CH2:9][S:6]([CH2:5][CH2:4][CH2:3][C:2]([F:14])([F:13])[F:1])(=[O:8])=[O:7], predict the reactants needed to synthesize it. The reactants are: [F:1][C:2]([F:14])([F:13])[CH2:3][CH2:4][CH2:5][S:6]([CH2:9][CH2:10][CH2:11]Cl)(=[O:8])=[O:7].[CH3:15][NH2:16]. (3) The reactants are: Br[CH2:2][CH:3]1[O:7][CH2:6][CH2:5][O:4]1.[CH2:8]([O:10][C:11](=[O:19])[C:12]1[CH:17]=[CH:16][CH:15]=[C:14]([OH:18])[CH:13]=1)[CH3:9].C(=O)([O-])[O-].[K+].[K+].[I-].[Na+]. Given the product [CH2:8]([O:10][C:11](=[O:19])[C:12]1[CH:17]=[CH:16][CH:15]=[C:14]([O:18][CH2:2][CH:3]2[O:7][CH2:6][CH2:5][O:4]2)[CH:13]=1)[CH3:9], predict the reactants needed to synthesize it.